Dataset: Full USPTO retrosynthesis dataset with 1.9M reactions from patents (1976-2016). Task: Predict the reactants needed to synthesize the given product. The reactants are: C([N:8](CC1C=CC=CC=1)[CH:9]1[CH2:15][O:14][C:13]2[N:16]=[CH:17][C:18]([NH:20][C:21](=[O:26])[C:22]([F:25])([F:24])[F:23])=[CH:19][C:12]=2[N:11]([S:27]([C:30]2[CH:31]=[C:32]([CH3:36])[CH:33]=[CH:34][CH:35]=2)(=[O:29])=[O:28])[CH2:10]1)C1C=CC=CC=1. Given the product [NH2:8][CH:9]1[CH2:15][O:14][C:13]2[N:16]=[CH:17][C:18]([NH:20][C:21](=[O:26])[C:22]([F:24])([F:23])[F:25])=[CH:19][C:12]=2[N:11]([S:27]([C:30]2[CH:31]=[C:32]([CH3:36])[CH:33]=[CH:34][CH:35]=2)(=[O:28])=[O:29])[CH2:10]1, predict the reactants needed to synthesize it.